This data is from Full USPTO retrosynthesis dataset with 1.9M reactions from patents (1976-2016). The task is: Predict the reactants needed to synthesize the given product. Given the product [C:46]([O:50][C:51](=[O:61])[NH:52][CH2:53][C@H:54]1[CH2:55][CH2:56][C@H:57]([O:12][C:7]2[C:6]3[C:11](=[C:2]([F:1])[CH:3]=[CH:4][CH:5]=3)[N:10]=[CH:9][CH:8]=2)[CH2:58][CH2:59]1)([CH3:49])([CH3:47])[CH3:48], predict the reactants needed to synthesize it. The reactants are: [F:1][C:2]1[CH:3]=[CH:4][CH:5]=[C:6]2[C:11]=1[N:10]=[CH:9][CH:8]=[C:7]2[OH:12].C1(P(C2C=CC=CC=2)C2C=CC=CC=2)C=CC=CC=1.CC(OC(/N=N/C(OC(C)C)=O)=O)C.[C:46]([O:50][C:51](=[O:61])[NH:52][CH2:53][C@H:54]1[CH2:59][CH2:58][C@@H:57](O)[CH2:56][CH2:55]1)([CH3:49])([CH3:48])[CH3:47].